The task is: Predict which catalyst facilitates the given reaction.. This data is from Catalyst prediction with 721,799 reactions and 888 catalyst types from USPTO. (1) Reactant: [Br:1]N1C(=O)CCC1=O.[NH2:9][C:10]1[C:19]([CH3:20])=[CH:18][CH:17]=[CH:16][C:11]=1[C:12]([O:14][CH3:15])=[O:13].ClCCl. Product: [NH2:9][C:10]1[C:19]([CH3:20])=[CH:18][C:17]([Br:1])=[CH:16][C:11]=1[C:12]([O:14][CH3:15])=[O:13]. The catalyst class is: 6. (2) Reactant: [F:1][C:2]1[CH:7]=[CH:6][C:5]([F:8])=[CH:4][C:3]=1[OH:9].[C:10]([NH:17][CH2:18][CH2:19][CH2:20]O)([O:12][C:13]([CH3:16])([CH3:15])[CH3:14])=[O:11].C1(P(C2C=CC=CC=2)C2C=CC=CC=2)C=CC=CC=1.N(C(OC(C)C)=O)=NC(OC(C)C)=O. Product: [F:1][C:2]1[CH:7]=[CH:6][C:5]([F:8])=[CH:4][C:3]=1[O:9][CH2:20][CH2:19][CH2:18][NH:17][C:10](=[O:11])[O:12][C:13]([CH3:16])([CH3:15])[CH3:14]. The catalyst class is: 7.